From a dataset of Reaction yield outcomes from USPTO patents with 853,638 reactions. Predict the reaction yield, written as a fraction of the theoretical maximum amount of product (1.0 means a 100% yield; for example, 0.34 means a 34% yield). (1) The reactants are Cl[CH2:2][CH2:3][O:4][C:5]1[CH:14]=[C:13]2[C:8]([C:9]([O:15][C:16]3[CH:21]=[CH:20][C:19]([CH3:22])=[CH:18][C:17]=3[C:23]([C:25]3[CH:30]=[CH:29][CH:28]=[CH:27][CH:26]=3)=[O:24])=[CH:10][CH:11]=[N:12]2)=[CH:7][C:6]=1[O:31][CH3:32].[NH2:33][CH2:34][CH2:35][OH:36].C(=O)([O-])[O-].[K+].[K+].O. The catalyst is CN(C)C=O. The product is [OH:36][CH2:35][CH2:34][NH:33][CH2:2][CH2:3][O:4][C:5]1[CH:14]=[C:13]2[C:8]([C:9]([O:15][C:16]3[CH:21]=[CH:20][C:19]([CH3:22])=[CH:18][C:17]=3[C:23]([C:25]3[CH:30]=[CH:29][CH:28]=[CH:27][CH:26]=3)=[O:24])=[CH:10][CH:11]=[N:12]2)=[CH:7][C:6]=1[O:31][CH3:32]. The yield is 0.440. (2) The reactants are [CH:1]1([C:5](=O)[CH2:6][C:7]#[N:8])[CH2:4][CH2:3][CH2:2]1.[C:10]1([NH:16][NH2:17])[CH:15]=[CH:14][CH:13]=[CH:12][CH:11]=1. The catalyst is C(O)C. The product is [CH:1]1([C:5]2[CH:6]=[C:7]([NH2:8])[N:16]([C:10]3[CH:15]=[CH:14][CH:13]=[CH:12][CH:11]=3)[N:17]=2)[CH2:4][CH2:3][CH2:2]1. The yield is 0.430.